This data is from Forward reaction prediction with 1.9M reactions from USPTO patents (1976-2016). The task is: Predict the product of the given reaction. (1) The product is: [Cl:39][C:32]1[C:33]([C:35]([F:36])([F:38])[F:37])=[CH:34][C:6]2[N:5]=[C:4]([CH:2]([NH:1][C:40](=[O:42])[CH3:41])[CH3:3])[N:8]([C:9]3[CH:14]=[CH:13][C:12]([CH2:15][CH2:16][NH:17][C:18]([NH:20][S:21]([C:24]4[CH:29]=[CH:28][C:27]([CH3:30])=[CH:26][CH:25]=4)(=[O:23])=[O:22])=[O:19])=[CH:11][CH:10]=3)[C:7]=2[CH:31]=1. Given the reactants [NH2:1][CH:2]([C:4]1[N:8]([C:9]2[CH:14]=[CH:13][C:12]([CH2:15][CH2:16][NH:17][C:18]([NH:20][S:21]([C:24]3[CH:29]=[CH:28][C:27]([CH3:30])=[CH:26][CH:25]=3)(=[O:23])=[O:22])=[O:19])=[CH:11][CH:10]=2)[C:7]2[CH:31]=[C:32]([Cl:39])[C:33]([C:35]([F:38])([F:37])[F:36])=[CH:34][C:6]=2[N:5]=1)[CH3:3].[C:40](Cl)(=[O:42])[CH3:41].O, predict the reaction product. (2) Given the reactants C[O:2][C:3]1[C:8]2[NH:9][CH:10]=[C:11]([C:12]3[CH:17]=[CH:16][CH:15]=[CH:14][C:13]=3[CH3:18])[C:7]=2[C:6]([C:19]#[N:20])=[CH:5][N:4]=1.Br[C:22]1[CH:23]=[C:24]([C:27]([NH2:29])=[O:28])[S:25][CH:26]=1.C(=O)([O-])[O-].[K+].[K+].CN1CCCC1=O, predict the reaction product. The product is: [C:19]([C:6]1[C:7]2[C:11]([C:12]3[CH:17]=[CH:16][CH:15]=[CH:14][C:13]=3[CH3:18])=[CH:10][N:9]([C:22]3[CH:23]=[C:24]([C:27]([NH2:29])=[O:28])[S:25][CH:26]=3)[C:8]=2[C:3](=[O:2])[NH:4][CH:5]=1)#[N:20]. (3) Given the reactants [CH:1]1([NH:7][C:8]([NH:10][C:11]2[N:12]=[C:13]3[CH:19]=[CH:18][N:17]([CH2:20][O:21][CH2:22][CH2:23][Si:24]([CH3:27])([CH3:26])[CH3:25])[C:14]3=[N:15][CH:16]=2)=[O:9])[CH2:6][CH2:5][CH2:4][CH2:3][CH2:2]1.C1C(=O)N([I:35])C(=O)C1, predict the reaction product. The product is: [CH:1]1([NH:7][C:8]([NH:10][C:11]2[N:12]=[C:13]3[C:19]([I:35])=[CH:18][N:17]([CH2:20][O:21][CH2:22][CH2:23][Si:24]([CH3:27])([CH3:26])[CH3:25])[C:14]3=[N:15][CH:16]=2)=[O:9])[CH2:6][CH2:5][CH2:4][CH2:3][CH2:2]1. (4) Given the reactants C([N:8]1[CH2:13][CH2:12][CH:11]([N:14]2[CH2:19][CH2:18][CH2:17][CH:16]([C:20]([N:22]3[CH2:26][CH2:25][CH2:24][CH2:23]3)=[O:21])[CH2:15]2)[CH2:10][CH2:9]1)C1C=CC=CC=1.C(OCC)(=O)C.[ClH:33], predict the reaction product. The product is: [ClH:33].[ClH:33].[N:22]1([C:20]([CH:16]2[CH2:17][CH2:18][CH2:19][N:14]([CH:11]3[CH2:10][CH2:9][NH:8][CH2:13][CH2:12]3)[CH2:15]2)=[O:21])[CH2:26][CH2:25][CH2:24][CH2:23]1. (5) Given the reactants C1(=O)N(CC)C(=O)C2=CC=CC=C12.[CH3:14][NH:15][SH:16](=[O:18])=[O:17].[C:19]1(=[O:36])[N:23]([CH2:24][CH2:25][CH2:26]S(Cl)(=O)=O)[C:22](=[O:31])[C:21]2=[CH:32][CH:33]=[CH:34][CH:35]=[C:20]12, predict the reaction product. The product is: [C:22]1(=[O:31])[N:23]([CH2:24][CH2:25][CH3:26])[C:19](=[O:36])[C:20]2=[CH:35][CH:34]=[CH:33][CH:32]=[C:21]12.[CH3:14][NH:15][SH:16](=[O:18])=[O:17]. (6) Given the reactants [Cl:1][C:2]1[CH:8]=[CH:7][C:6]([O:9][CH2:10][CH2:11][N:12]2[CH2:17][CH2:16][O:15][CH2:14][CH2:13]2)=[CH:5][C:3]=1[NH2:4].C([O-])([O-])=O.[K+].[K+].[C:24](Cl)(=[O:33])[CH:25]=[CH:26][C:27]1[CH:32]=[CH:31][CH:30]=[CH:29][CH:28]=1, predict the reaction product. The product is: [Cl:1][C:2]1[CH:8]=[CH:7][C:6]([O:9][CH2:10][CH2:11][N:12]2[CH2:17][CH2:16][O:15][CH2:14][CH2:13]2)=[CH:5][C:3]=1[NH:4][C:24](=[O:33])[CH:25]=[CH:26][C:27]1[CH:32]=[CH:31][CH:30]=[CH:29][CH:28]=1. (7) Given the reactants Br[CH2:2][CH2:3][CH2:4][CH2:5][CH2:6][CH2:7][CH2:8][CH2:9][CH2:10][CH2:11][CH2:12][CH3:13].C([O-])([O-])=O.[Na+].[Na+].[NH2:20][CH2:21][CH2:22][NH:23][CH2:24][CH2:25][NH2:26], predict the reaction product. The product is: [CH2:2]([NH:20][CH2:21][CH2:22][NH:23][CH2:24][CH2:25][NH:26][CH2:13][CH2:12][CH2:11][CH2:10][CH2:9][CH2:8][CH2:7][CH2:6][CH2:5][CH2:4][CH2:3][CH3:2])[CH2:3][CH2:4][CH2:5][CH2:6][CH2:7][CH2:8][CH2:9][CH2:10][CH2:11][CH2:12][CH3:13].